From a dataset of Reaction yield outcomes from USPTO patents with 853,638 reactions. Predict the reaction yield, written as a fraction of the theoretical maximum amount of product (1.0 means a 100% yield; for example, 0.34 means a 34% yield). (1) The reactants are [CH:1]1([C:4]2[C:12]3[CH2:11][CH:10]([C:13]([O:15]C)=[O:14])[CH2:9][CH2:8][C:7]=3[NH:6][N:5]=2)[CH2:3][CH2:2]1.O[Li].O. The catalyst is CO.O. The product is [CH:1]1([C:4]2[C:12]3[CH2:11][CH:10]([C:13]([OH:15])=[O:14])[CH2:9][CH2:8][C:7]=3[NH:6][N:5]=2)[CH2:2][CH2:3]1. The yield is 0.800. (2) The reactants are [F:1][C:2]1[CH:7]=[CH:6][CH:5]=[C:4]([O:8][C:9]2[CH:14]=[CH:13][C:12]([N+:15]([O-])=O)=[CH:11][CH:10]=2)[C:3]=1[F:18].O.NN. The catalyst is CO.[Ni]. The product is [F:18][C:3]1[C:2]([F:1])=[CH:7][CH:6]=[CH:5][C:4]=1[O:8][C:9]1[CH:10]=[CH:11][C:12]([NH2:15])=[CH:13][CH:14]=1. The yield is 0.870. (3) The reactants are [F:1][C:2]1[CH:7]=[CH:6][CH:5]=[C:4](I)[C:3]=1[C:9]1[C:13]([C:14]([O:16][CH2:17][CH3:18])=[O:15])=[C:12]([CH3:19])[O:11][N:10]=1.C[CH2:21][N:22](CC)CC.[Si](C#N)(C)(C)C. The catalyst is O.C1C=CC([P]([Pd]([P](C2C=CC=CC=2)(C2C=CC=CC=2)C2C=CC=CC=2)([P](C2C=CC=CC=2)(C2C=CC=CC=2)C2C=CC=CC=2)[P](C2C=CC=CC=2)(C2C=CC=CC=2)C2C=CC=CC=2)(C2C=CC=CC=2)C2C=CC=CC=2)=CC=1. The product is [CH2:17]([O:16][C:14]([C:13]1[C:9]([C:3]2[C:2]([F:1])=[CH:7][CH:6]=[CH:5][C:4]=2[C:21]#[N:22])=[N:10][O:11][C:12]=1[CH3:19])=[O:15])[CH3:18]. The yield is 0.820. (4) The reactants are [C:1]([C:3]([C:6]1[CH:7]=[C:8]([CH:12]=[CH:13][CH:14]=1)[C:9]([OH:11])=O)([CH3:5])[CH3:4])#[N:2].CN(C(ON1N=NC2C=CC=NC1=2)=[N+](C)C)C.F[P-](F)(F)(F)(F)F.CCN(C(C)C)C(C)C.[Br:48][C:49]1[CH:55]=[CH:54][C:52]([NH2:53])=[CH:51][C:50]=1[N+:56]([O-:58])=[O:57]. The catalyst is CN(C=O)C. The product is [Br:48][C:49]1[CH:55]=[CH:54][C:52]([NH:53][C:9](=[O:11])[C:8]2[CH:12]=[CH:13][CH:14]=[C:6]([C:3]([C:1]#[N:2])([CH3:4])[CH3:5])[CH:7]=2)=[CH:51][C:50]=1[N+:56]([O-:58])=[O:57]. The yield is 0.890. (5) The reactants are [CH2:1]([C:4]1([CH2:10][CH2:11][OH:12])[O:9][CH2:8][CH2:7][CH2:6][O:5]1)CC.[C:13](OCC)(=O)[CH2:14]C(C)=O. No catalyst specified. The product is [CH3:1][C:4]1([CH2:10][CH2:11][OH:12])[O:5][CH2:6][C:7]2([CH2:14][CH2:13]2)[CH2:8][O:9]1. The yield is 0.360.